This data is from Forward reaction prediction with 1.9M reactions from USPTO patents (1976-2016). The task is: Predict the product of the given reaction. Given the reactants [Cl:1][C:2]1[N:3]=[CH:4][C:5]2[CH:10]=[C:9]([CH3:11])[N:8]([CH:12]3[CH2:16][CH2:15][CH2:14][CH2:13]3)[C:6]=2[N:7]=1.[C:17](Cl)(=[O:19])[CH3:18].ClC1N=CC2C(C(=O)C)=CN(C3CCCC3)C=2N=1, predict the reaction product. The product is: [Cl:1][C:2]1[N:3]=[CH:4][C:5]2[C:10]([C:17](=[O:19])[CH3:18])=[C:9]([CH3:11])[N:8]([CH:12]3[CH2:13][CH2:14][CH2:15][CH2:16]3)[C:6]=2[N:7]=1.